This data is from Aqueous solubility values for 9,982 compounds from the AqSolDB database. The task is: Regression/Classification. Given a drug SMILES string, predict its absorption, distribution, metabolism, or excretion properties. Task type varies by dataset: regression for continuous measurements (e.g., permeability, clearance, half-life) or binary classification for categorical outcomes (e.g., BBB penetration, CYP inhibition). For this dataset (solubility_aqsoldb), we predict Y. The molecule is N#CN.[Ca+2]. The Y is -0.446 log mol/L.